Dataset: Reaction yield outcomes from USPTO patents with 853,638 reactions. Task: Predict the reaction yield, written as a fraction of the theoretical maximum amount of product (1.0 means a 100% yield; for example, 0.34 means a 34% yield). (1) The reactants are [C:1]([C:3]1[CH:4]=[C:5]([CH3:15])[CH:6]=[C:7]([C:9]2[CH:14]=[CH:13][CH:12]=[CH:11][CH:10]=2)[CH:8]=1)#N.[OH-:16].[K+].C[OH:19]. The catalyst is O. The product is [CH3:15][C:5]1[CH:4]=[C:3]([CH:8]=[C:7]([C:9]2[CH:14]=[CH:13][CH:12]=[CH:11][CH:10]=2)[CH:6]=1)[C:1]([OH:19])=[O:16]. The yield is 0.650. (2) The reactants are C[O:2][C:3]1[CH:8]=[CH:7][C:6]([N:9]2[CH2:25][CH2:24][C:12]3([O:16][C:15](=[O:17])[N:14]([C:18]4[CH:23]=[CH:22][CH:21]=[CH:20][CH:19]=4)[CH2:13]3)[CH2:11][CH2:10]2)=[CH:5][CH:4]=1.B(Br)(Br)Br.ClCCl. The catalyst is C(Cl)(Cl)Cl. The product is [OH:2][C:3]1[CH:8]=[CH:7][C:6]([N:9]2[CH2:10][CH2:11][C:12]3([O:16][C:15](=[O:17])[N:14]([C:18]4[CH:23]=[CH:22][CH:21]=[CH:20][CH:19]=4)[CH2:13]3)[CH2:24][CH2:25]2)=[CH:5][CH:4]=1. The yield is 0.280.